Dataset: Full USPTO retrosynthesis dataset with 1.9M reactions from patents (1976-2016). Task: Predict the reactants needed to synthesize the given product. (1) Given the product [CH2:38]([O:37][CH2:36][CH2:35][N:1]1[C:10]2[C:5](=[CH:6][CH:7]=[C:8]([NH:11][C:12]([C:14]3[CH:19]=[CH:18][C:17]([C:20]4[CH:21]=[CH:22][CH:23]=[CH:24][CH:25]=4)=[CH:16][CH:15]=3)=[O:13])[CH:9]=2)[CH2:4][CH2:3][CH2:2]1)[CH2:39][CH3:40], predict the reactants needed to synthesize it. The reactants are: [NH:1]1[C:10]2[C:5](=[CH:6][CH:7]=[C:8]([NH:11][C:12]([C:14]3[CH:19]=[CH:18][C:17]([C:20]4[CH:25]=[CH:24][CH:23]=[CH:22][CH:21]=4)=[CH:16][CH:15]=3)=[O:13])[CH:9]=2)[CH2:4][CH2:3][CH2:2]1.C(=O)([O-])[O-].[K+].[K+].[I-].[K+].Cl[CH2:35][CH2:36][O:37][CH2:38][CH2:39][CH3:40]. (2) The reactants are: [Br:1][C:2]1[N:7]=[C:6]2[NH:8][N:9]=[C:10]([C:11]3[CH:16]=[CH:15][CH:14]=[CH:13][CH:12]=3)[C:5]2=[C:4]([C:17]([F:20])([F:19])[F:18])[CH:3]=1.CI.[C:23](=O)([O-])[O-].[K+].[K+].O. Given the product [Br:1][C:2]1[N:7]=[C:6]2[N:8]([CH3:23])[N:9]=[C:10]([C:11]3[CH:16]=[CH:15][CH:14]=[CH:13][CH:12]=3)[C:5]2=[C:4]([C:17]([F:19])([F:20])[F:18])[CH:3]=1, predict the reactants needed to synthesize it. (3) Given the product [C:22]([C:21]1[C:20]([F:19])=[CH:27][CH:26]=[CH:25][C:24]=1[O:18][CH2:17][C:10]1([C:8]([NH:7][CH:1]2[CH2:2][CH2:3][CH2:4][CH2:5][CH2:6]2)=[O:9])[CH2:15][CH2:14][CH2:13][NH:12][C:11]1=[O:16])#[N:23], predict the reactants needed to synthesize it. The reactants are: [CH:1]1([NH:7][C:8]([C:10]2([CH2:17][OH:18])[CH2:15][CH2:14][CH2:13][NH:12][C:11]2=[O:16])=[O:9])[CH2:6][CH2:5][CH2:4][CH2:3][CH2:2]1.[F:19][C:20]1[CH:27]=[CH:26][CH:25]=[C:24](F)[C:21]=1[C:22]#[N:23]. (4) Given the product [CH3:14][O:13][CH2:12][C:5]1([CH3:11])[CH2:4][C:3](=[O:2])[C:8]2[C:22]([C:23]([OH:25])=[O:24])=[CH:10][O:9][C:7]=2[CH2:6]1, predict the reactants needed to synthesize it. The reactants are: C[O:2][C:3]1[CH2:8][C:7]([O:9][CH3:10])=[CH:6][C:5]([CH2:12][O:13][CH3:14])([CH3:11])[CH:4]=1.C(=O)(O)[O-].[Na+].BrC[C:22](=O)[C:23]([OH:25])=[O:24]. (5) Given the product [CH2:19]([O:14][CH:11]1[CH2:12][CH2:13][N:8]([C:1]([O:3][C:4]([CH3:7])([CH3:6])[CH3:5])=[O:2])[CH2:9][CH2:10]1)[C:18]#[CH:17], predict the reactants needed to synthesize it. The reactants are: [C:1]([N:8]1[CH2:13][CH2:12][CH:11]([OH:14])[CH2:10][CH2:9]1)([O:3][C:4]([CH3:7])([CH3:6])[CH3:5])=[O:2].[H-].[Na+].[CH2:17](Br)[C:18]#[CH:19].C1(C)C=CC=CC=1. (6) Given the product [CH3:29][O:28][C:20]1[CH:19]=[C:18]([NH:17][C:14]2[O:15][C:16]3[C:8]([C:5]4[CH:6]=[CH:7][C:2]([NH:1][S:31]([CH3:30])(=[O:33])=[O:32])=[CH:3][CH:4]=4)=[CH:9][CH:10]=[CH:11][C:12]=3[N:13]=2)[CH:23]=[C:22]([O:24][CH3:25])[C:21]=1[O:26][CH3:27], predict the reactants needed to synthesize it. The reactants are: [NH2:1][C:2]1[CH:7]=[CH:6][C:5]([C:8]2[C:16]3[O:15][C:14]([NH:17][C:18]4[CH:23]=[C:22]([O:24][CH3:25])[C:21]([O:26][CH3:27])=[C:20]([O:28][CH3:29])[CH:19]=4)=[N:13][C:12]=3[CH:11]=[CH:10][CH:9]=2)=[CH:4][CH:3]=1.[CH3:30][S:31](Cl)(=[O:33])=[O:32]. (7) Given the product [C:1]([C:4]1[CH:5]=[N:6][C:7]2[C:12]([C:13]=1[NH:14][C:15]1[CH:16]=[CH:17][C:18]([N:21]3[CH2:25][CH2:24][CH:23]([N:26]([CH3:34])[C:27](=[O:33])[O:28][C:29]([CH3:30])([CH3:31])[CH3:32])[CH2:22]3)=[N:19][CH:20]=1)=[N:11][C:10]([C:41]1[CH:40]=[C:39]([F:52])[C:38]([OH:53])=[C:37]([Cl:36])[CH:42]=1)=[CH:9][CH:8]=2)(=[O:3])[CH3:2], predict the reactants needed to synthesize it. The reactants are: [C:1]([C:4]1[CH:5]=[N:6][C:7]2[C:12]([C:13]=1[NH:14][C:15]1[CH:16]=[CH:17][C:18]([N:21]3[CH2:25][CH2:24][CH:23]([N:26]([CH3:34])[C:27](=[O:33])[O:28][C:29]([CH3:32])([CH3:31])[CH3:30])[CH2:22]3)=[N:19][CH:20]=1)=[N:11][C:10](Cl)=[CH:9][CH:8]=2)(=[O:3])[CH3:2].[Cl:36][C:37]1[CH:42]=[C:41](B2OC(C)(C)C(C)(C)O2)[CH:40]=[C:39]([F:52])[C:38]=1[OH:53].